This data is from Reaction yield outcomes from USPTO patents with 853,638 reactions. The task is: Predict the reaction yield, written as a fraction of the theoretical maximum amount of product (1.0 means a 100% yield; for example, 0.34 means a 34% yield). (1) The reactants are Cl.Cl.[NH:3]1[CH2:6][CH:5]([C:7]2[C:8]([O:28][CH3:29])=[C:9]([CH:15]([N:17]3[C:21]4=[N:22][CH:23]=[N:24][C:25]([NH2:26])=[C:20]4[C:19]([CH3:27])=[N:18]3)[CH3:16])[CH:10]=[C:11]([Cl:14])[C:12]=2[CH3:13])[CH2:4]1.C(N(CC)CC)C.[CH3:37][C@H:38]1[CH2:40][O:39]1. The catalyst is C(O)(C)C.CO. The product is [NH2:26][C:25]1[N:24]=[CH:23][N:22]=[C:21]2[N:17]([CH:15]([C:9]3[C:8]([O:28][CH3:29])=[C:7]([CH:5]4[CH2:4][N:3]([CH2:37][C@@H:38]([OH:39])[CH3:40])[CH2:6]4)[C:12]([CH3:13])=[C:11]([Cl:14])[CH:10]=3)[CH3:16])[N:18]=[C:19]([CH3:27])[C:20]=12. The yield is 0.300. (2) The reactants are C(OC([N:8]1[CH2:11][CH:10]([N:12]2[CH2:15][C:14]([OH:17])([CH3:16])[CH2:13]2)[CH2:9]1)=O)(C)(C)C. The catalyst is C(Cl)Cl.C(O)(C(F)(F)F)=O. The product is [CH3:16][C:14]1([OH:17])[CH2:15][N:12]([CH:10]2[CH2:11][NH:8][CH2:9]2)[CH2:13]1. The yield is 0.760. (3) The reactants are [F:1][C:2]1[CH:3]=[C:4]([C:9]2[CH:10]=[C:11]([CH3:27])[C:12]([CH3:26])=[C:13]([CH2:15][NH:16][C:17]3[C:18]([F:25])=[C:19]([OH:24])[CH:20]=[CH:21][C:22]=3[F:23])[CH:14]=2)[CH:5]=[C:6]([F:8])[CH:7]=1.C([O-])([O-])=O.[Cs+].[Cs+].Br[CH2:35][C:36]([O:38][CH:39]([CH3:41])[CH3:40])=[O:37]. The catalyst is CN(C=O)C.O. The product is [F:1][C:2]1[CH:3]=[C:4]([C:9]2[CH:10]=[C:11]([CH3:27])[C:12]([CH3:26])=[C:13]([CH2:15][NH:16][C:17]3[C:18]([F:25])=[C:19]([CH:20]=[CH:21][C:22]=3[F:23])[O:24][CH2:35][C:36]([O:38][CH:39]([CH3:41])[CH3:40])=[O:37])[CH:14]=2)[CH:5]=[C:6]([F:8])[CH:7]=1. The yield is 0.920. (4) The reactants are [F:1][C:2]([F:53])([F:52])[C:3]1[CH:4]=[C:5]([N:13]([CH3:51])[C:14]([N:16]([CH3:50])[C@H:17]2[C@H:21]([C:22]3[CH:27]=[CH:26][C:25]([F:28])=[CH:24][CH:23]=3)[CH2:20][N:19]([C:29]([C@H:31]3[CH2:36][CH2:35][C@H:34]([NH:37][C:38](=[O:49])OC4C=CC([N+]([O-])=O)=CC=4)[CH2:33][CH2:32]3)=[O:30])[CH2:18]2)=[O:15])[CH:6]=[C:7]([C:9]([F:12])([F:11])[F:10])[CH:8]=1.[CH3:54][NH:55][CH2:56][CH3:57]. The catalyst is C(#N)C.C(OCC)(=O)C. The product is [F:11][C:9]([F:12])([F:10])[C:7]1[CH:6]=[C:5]([N:13]([CH3:51])[C:14]([N:16]([C@H:17]2[C@H:21]([C:22]3[CH:23]=[CH:24][C:25]([F:28])=[CH:26][CH:27]=3)[CH2:20][N:19]([C:29]([C@H:31]3[CH2:36][CH2:35][C@H:34]([NH:37][C:38](=[O:49])[N:55]([CH2:56][CH3:57])[CH3:54])[CH2:33][CH2:32]3)=[O:30])[CH2:18]2)[CH3:50])=[O:15])[CH:4]=[C:3]([C:2]([F:53])([F:52])[F:1])[CH:8]=1. The yield is 0.830. (5) The reactants are [Cl:1][C:2]1[CH:3]=[C:4]2[C:8](=[C:9]([F:11])[CH:10]=1)[NH:7][C:6]([Si](CC)(CC)CC)=[C:5]2[CH2:19][CH2:20][NH:21][C:22]([C:24]1[CH:28]=[C:27]([CH2:29][C:30]2[CH:35]=[C:34]([F:36])[CH:33]=[CH:32][C:31]=2[F:37])[O:26][N:25]=1)=[O:23]. The catalyst is FC(F)(F)C(O)=O. The product is [Cl:1][C:2]1[CH:3]=[C:4]2[C:8](=[C:9]([F:11])[CH:10]=1)[NH:7][CH:6]=[C:5]2[CH2:19][CH2:20][NH:21][C:22]([C:24]1[CH:28]=[C:27]([CH2:29][C:30]2[CH:35]=[C:34]([F:36])[CH:33]=[CH:32][C:31]=2[F:37])[O:26][N:25]=1)=[O:23]. The yield is 0.120. (6) The reactants are [C:1]([C:5]1[O:9][C:8]([CH3:10])=[C:7]([CH:11]([CH:22]2[CH2:27][CH2:26][CH2:25][CH2:24][CH2:23]2)[O:12][C:13]2[CH:21]=[CH:20][C:16]([C:17](O)=[O:18])=[CH:15][CH:14]=2)[CH:6]=1)([CH3:4])([CH3:3])[CH3:2].[CH3:28][NH:29][CH2:30][CH2:31][C:32]([O:34]CC)=[O:33]. No catalyst specified. The product is [C:1]([C:5]1[O:9][C:8]([CH3:10])=[C:7]([CH:11]([CH:22]2[CH2:23][CH2:24][CH2:25][CH2:26][CH2:27]2)[O:12][C:13]2[CH:14]=[CH:15][C:16]([C:17]([N:29]([CH3:28])[CH2:30][CH2:31][C:32]([OH:34])=[O:33])=[O:18])=[CH:20][CH:21]=2)[CH:6]=1)([CH3:4])([CH3:2])[CH3:3]. The yield is 0.810. (7) The reactants are [C:1]([N:8]1[CH2:12][CH2:11][CH:10]([OH:13])[CH2:9]1)([O:3][C:4]([CH3:7])([CH3:6])[CH3:5])=[O:2].CCN(CC)CC.[CH3:21][S:22](Cl)(=[O:24])=[O:23]. The catalyst is C(Cl)Cl. The product is [C:1]([N:8]1[CH2:12][CH2:11][CH:10]([O:13][S:22]([CH3:21])(=[O:24])=[O:23])[CH2:9]1)([O:3][C:4]([CH3:7])([CH3:6])[CH3:5])=[O:2]. The yield is 0.920. (8) The reactants are [C:1]([O:5][C:6](=[O:42])[N:7]([C:15]1[S:16][C:17]([CH:21](O)[C:22]2[C:30]3[C:25](=[N:26][CH:27]=[CH:28][CH:29]=3)[N:24]([Si](C(C)C)(C(C)C)C(C)C)[CH:23]=2)=[C:18]([Cl:20])[N:19]=1)[CH2:8][C:9]1[CH:14]=[CH:13][N:12]=[CH:11][CH:10]=1)([CH3:4])([CH3:3])[CH3:2].C([SiH](CC)CC)C.FC(F)(F)C(O)=O. The catalyst is C(#N)C. The yield is 0.490. The product is [C:1]([O:5][C:6](=[O:42])[N:7]([C:15]1[S:16][C:17]([CH2:21][C:22]2[C:30]3[C:25](=[N:26][CH:27]=[CH:28][CH:29]=3)[NH:24][CH:23]=2)=[C:18]([Cl:20])[N:19]=1)[CH2:8][C:9]1[CH:14]=[CH:13][N:12]=[CH:11][CH:10]=1)([CH3:4])([CH3:2])[CH3:3].